This data is from Forward reaction prediction with 1.9M reactions from USPTO patents (1976-2016). The task is: Predict the product of the given reaction. (1) Given the reactants [O:1]1[CH:5]=[CH:4][CH2:3][CH:2]1[C:6]1[CH:7]=[C:8]([CH:11]=[CH:12][CH:13]=1)[CH:9]=[O:10].N1C(C)=CC=CC=1C.[H][H], predict the reaction product. The product is: [O:1]1[CH2:5][CH2:4][CH2:3][CH:2]1[C:6]1[CH:7]=[C:8]([CH2:9][OH:10])[CH:11]=[CH:12][CH:13]=1. (2) Given the reactants C([O:3][C:4](=[O:33])[CH2:5][CH2:6][CH2:7][CH2:8][CH2:9][O:10][CH2:11][CH2:12][O:13][CH2:14][CH2:15][O:16][CH2:17][CH2:18][O:19][CH2:20][CH2:21][O:22][CH2:23][CH2:24][O:25][CH2:26][CH2:27][O:28][CH2:29][CH2:30][O:31][CH3:32])C, predict the reaction product. The product is: [CH3:32][O:31][CH2:30][CH2:29][O:28][CH2:27][CH2:26][O:25][CH2:24][CH2:23][O:22][CH2:21][CH2:20][O:19][CH2:18][CH2:17][O:16][CH2:15][CH2:14][O:13][CH2:12][CH2:11][O:10][CH2:9][CH2:8][CH2:7][CH2:6][CH2:5][C:4]([OH:33])=[O:3]. (3) The product is: [C:23]1([CH2:29][CH2:30][C:31]([N:1]2[CH2:2][CH:3]=[C:4]([C:7]3[C:15]4[C:10](=[N:11][CH:12]=[CH:13][CH:14]=4)[NH:9][CH:8]=3)[CH2:5][CH2:6]2)=[O:32])[CH:28]=[CH:27][CH:26]=[CH:25][CH:24]=1. Given the reactants [NH:1]1[CH2:6][CH:5]=[C:4]([C:7]2[C:15]3[C:10](=[N:11][CH:12]=[CH:13][CH:14]=3)[NH:9][CH:8]=2)[CH2:3][CH2:2]1.C(N(CC)CC)C.[C:23]1([CH2:29][CH2:30][C:31](Cl)=[O:32])[CH:28]=[CH:27][CH:26]=[CH:25][CH:24]=1, predict the reaction product. (4) Given the reactants C1CCN2C(=NCCC2)CC1.[Cl:12][C:13]1[CH:14]=[C:15]([NH:20][C:21]2[N:26]=[CH:25][N:24]=[C:23]([S:27][CH2:28]C(O)=O)[C:22]=2[C:32]#[N:33])[CH:16]=[CH:17][C:18]=1[F:19], predict the reaction product. The product is: [Cl:12][C:13]1[CH:14]=[C:15]([NH:20][C:21]2[C:22]3[C:32]([NH2:33])=[CH:28][S:27][C:23]=3[N:24]=[CH:25][N:26]=2)[CH:16]=[CH:17][C:18]=1[F:19]. (5) Given the reactants C(OC([N:8]1[CH2:12][CH2:11][CH2:10][CH:9]1[CH2:13][O:14][C:15]1[CH:20]=[CH:19][C:18]([O:21][C:22]2[CH:27]=[CH:26][C:25]([C:28]#[N:29])=[CH:24][CH:23]=2)=[CH:17][CH:16]=1)=O)(C)(C)C.[ClH:30], predict the reaction product. The product is: [ClH:30].[NH:8]1[CH2:12][CH2:11][CH2:10][C@@H:9]1[CH2:13][O:14][C:15]1[CH:20]=[CH:19][C:18]([O:21][C:22]2[CH:27]=[CH:26][C:25]([C:28]#[N:29])=[CH:24][CH:23]=2)=[CH:17][CH:16]=1. (6) Given the reactants [C:1]12([C:8]3[CH2:12][CH:11]=[CH:10][CH:9]=3)[CH2:7][CH:4]([CH2:5][CH2:6]1)[CH2:3][CH2:2]2.[C:13]([C:21]1[CH:26]=[CH:25][CH:24]=[CH:23][CH:22]=1)(=O)[C:14]1[CH:19]=[CH:18][CH:17]=[CH:16][CH:15]=1.C[O-].[Na+].O, predict the reaction product. The product is: [CH:2]12[CH2:3][CH:4]([CH2:5][CH2:6]1)[CH2:7][CH:1]2[C:8]1[CH:12]=[CH:11][C:10](=[C:13]([C:14]2[CH:19]=[CH:18][CH:17]=[CH:16][CH:15]=2)[C:21]2[CH:26]=[CH:25][CH:24]=[CH:23][CH:22]=2)[CH:9]=1.